Dataset: Full USPTO retrosynthesis dataset with 1.9M reactions from patents (1976-2016). Task: Predict the reactants needed to synthesize the given product. (1) Given the product [C:12]([C:2]1[CH:3]=[C:4]([CH:8]=[C:9]([OH:11])[CH:10]=1)[C:5]([OH:7])=[O:6])#[N:13], predict the reactants needed to synthesize it. The reactants are: Br[C:2]1[CH:3]=[C:4]([CH:8]=[C:9]([OH:11])[CH:10]=1)[C:5]([OH:7])=[O:6].[C:12]([Cu])#[N:13].Cl. (2) Given the product [CH3:1][N:2]1[CH2:7][CH2:6][N:5]([S:8]([C:11]2[CH:16]=[CH:15][C:14]([NH2:17])=[CH:13][CH:12]=2)(=[O:10])=[O:9])[CH2:4][CH2:3]1, predict the reactants needed to synthesize it. The reactants are: [CH3:1][N:2]1[CH2:7][CH2:6][N:5]([S:8]([C:11]2[CH:16]=[CH:15][C:14]([NH:17]C(=O)C)=[CH:13][CH:12]=2)(=[O:10])=[O:9])[CH2:4][CH2:3]1.